From a dataset of Full USPTO retrosynthesis dataset with 1.9M reactions from patents (1976-2016). Predict the reactants needed to synthesize the given product. (1) Given the product [Cl:6][C:7]1[CH:12]=[CH:11][CH:10]=[CH:9][C:8]=1[C:13]1[N:14]([CH2:29][C:30]([OH:32])([CH3:31])[CH3:33])[C:15]2[C:20]([N:21]=1)=[C:19]([N:22]1[CH2:23][CH2:24][N:25]([C:2]([O:4][CH3:5])=[O:3])[CH2:26][CH2:27]1)[N:18]=[C:17]([CH3:28])[N:16]=2, predict the reactants needed to synthesize it. The reactants are: Cl[C:2]([O:4][CH3:5])=[O:3].[Cl:6][C:7]1[CH:12]=[CH:11][CH:10]=[CH:9][C:8]=1[C:13]1[N:14]([CH2:29][C:30]([CH3:33])([OH:32])[CH3:31])[C:15]2[C:20]([N:21]=1)=[C:19]([N:22]1[CH2:27][CH2:26][NH:25][CH2:24][CH2:23]1)[N:18]=[C:17]([CH3:28])[N:16]=2.N1C=CC=CC=1. (2) The reactants are: [NH2:1][C:2]1[S:3][C:4]([CH3:7])=[N:5][N:6]=1.[CH2:8]([C:20]1[CH:25]=[CH:24][C:23]([S:26](Cl)(=[O:28])=[O:27])=[CH:22][CH:21]=1)[CH2:9][CH2:10][CH2:11][CH2:12][CH2:13][CH2:14][CH2:15][CH2:16][CH2:17][CH2:18][CH3:19].Cl. Given the product [CH2:8]([C:20]1[CH:21]=[CH:22][C:23]([S:26]([NH:1][C:2]2[S:3][C:4]([CH3:7])=[N:5][N:6]=2)(=[O:28])=[O:27])=[CH:24][CH:25]=1)[CH2:9][CH2:10][CH2:11][CH2:12][CH2:13][CH2:14][CH2:15][CH2:16][CH2:17][CH2:18][CH3:19], predict the reactants needed to synthesize it. (3) Given the product [F:28][C:29]1[CH:34]=[CH:33][C:32]([S:35]([N:38]2[C:47]3[C:42](=[CH:43][C:44]([C:48]([OH:57])([C:53]([F:55])([F:54])[F:56])[C:49]([F:50])([F:52])[F:51])=[CH:45][CH:46]=3)[CH2:41][CH2:40][C@H:39]2[CH2:58][C:59]2[O:60][C:82]([CH2:81][C:80]([O:79][CH2:72][C:73]3[CH:78]=[CH:77][CH:76]=[CH:75][CH:74]=3)=[O:85])=[N:62][N:61]=2)(=[O:36])=[O:37])=[CH:31][CH:30]=1, predict the reactants needed to synthesize it. The reactants are: F[P-](F)(F)(F)(F)F.N1(O[P+](N(C)C)(N(C)C)N(C)C)C2C=CC=CC=2N=N1.[F:28][C:29]1[CH:34]=[CH:33][C:32]([S:35]([N:38]2[C:47]3[C:42](=[CH:43][C:44]([C:48]([OH:57])([C:53]([F:56])([F:55])[F:54])[C:49]([F:52])([F:51])[F:50])=[CH:45][CH:46]=3)[CH2:41][CH2:40][C@H:39]2[CH2:58][C:59]([NH:61][NH2:62])=[O:60])(=[O:37])=[O:36])=[CH:31][CH:30]=1.CCN(C(C)C)C(C)C.[CH2:72]([O:79][C:80](=[O:85])[CH2:81][C:82](O)=O)[C:73]1[CH:78]=[CH:77][CH:76]=[CH:75][CH:74]=1.S(Cl)(C1C=CC(C)=CC=1)(=O)=O. (4) Given the product [CH3:12][O:11][C:2]([C:3]1[CH:9]=[CH:8][CH:7]=[CH:6][C:4]=1[NH:5][C:8]1[CH:9]=[CH:3][C:4]2[N:5]([C:26]([O:29][C:22]([CH3:23])([CH3:24])[CH3:25])=[O:27])[C:37]3[C:32]([C:38]=2[CH:7]=1)=[CH:33][CH:34]=[CH:35][CH:36]=3)=[O:10], predict the reactants needed to synthesize it. The reactants are: [Br-].[C:2]([O:11][CH3:12])(=[O:10])[C:3]1[C:4](=[CH:6][CH:7]=[CH:8][CH:9]=1)[NH2:5].[C:22](P([C:22]([CH3:25])([CH3:24])[CH3:23])[C:22]([CH3:25])([CH3:24])[CH3:23])([CH3:25])([CH3:24])[CH3:23].[C:26]([O-:29])([O-])=[O:27].[Cs+].[Cs+].[C:32]1([CH3:38])[CH:37]=[CH:36][CH:35]=[CH:34][CH:33]=1. (5) The reactants are: [Cl:1][C:2]1[N:7]=[C:6]([C:8]2[CH:9]=[N:10][N:11]([CH2:13][O:14][CH2:15][CH2:16][Si:17]([CH3:20])([CH3:19])[CH3:18])[CH:12]=2)[N:5]=[C:4]([NH2:21])[CH:3]=1.P([O-])([O-])([O-])=O.[C:27]([O-])(=O)[CH3:28].[Na+].ClCC=O. Given the product [Cl:1][C:2]1[N:7]=[C:6]([C:8]2[CH:9]=[N:10][N:11]([CH2:13][O:14][CH2:15][CH2:16][Si:17]([CH3:18])([CH3:20])[CH3:19])[CH:12]=2)[N:5]2[CH:27]=[CH:28][N:21]=[C:4]2[CH:3]=1, predict the reactants needed to synthesize it. (6) Given the product [NH:15]1[C:16]2[CH:17]=[CH:18][N:19]=[CH:20][C:21]=2[C:22](=[O:23])[O:24][C:13]1=[O:14], predict the reactants needed to synthesize it. The reactants are: NC1C=CN=CC=1.C(O[C:13]([NH:15][C:16]1[C:21]([C:22]([OH:24])=[O:23])=[CH:20][N:19]=[CH:18][CH:17]=1)=[O:14])(C)(C)C. (7) Given the product [Br:1][C:2]1[N:6]2[CH:7]=[CH:8][CH:9]=[CH:10][C:5]2=[C:4]([CH:11]=[O:12])[N:3]=1, predict the reactants needed to synthesize it. The reactants are: [Br:1][C:2]1[N:6]2[CH:7]=[CH:8][CH:9]=[CH:10][C:5]2=[C:4]([C:11](N(OC)C)=[O:12])[N:3]=1.CC(C[AlH]CC(C)C)C.